Task: Predict the reactants needed to synthesize the given product.. Dataset: Full USPTO retrosynthesis dataset with 1.9M reactions from patents (1976-2016) (1) Given the product [F:21][C:22]1[CH:27]=[C:26]([F:28])[CH:25]=[CH:24][C:23]=1[C:2]1[N:7]=[C:6]([N:8]2[CH2:13][CH2:12][N:11]([C:14]([O:16][C:17]([CH3:20])([CH3:19])[CH3:18])=[O:15])[CH2:10][CH2:9]2)[CH:5]=[N:4][CH:3]=1, predict the reactants needed to synthesize it. The reactants are: Cl[C:2]1[N:7]=[C:6]([N:8]2[CH2:13][CH2:12][N:11]([C:14]([O:16][C:17]([CH3:20])([CH3:19])[CH3:18])=[O:15])[CH2:10][CH2:9]2)[CH:5]=[N:4][CH:3]=1.[F:21][C:22]1[CH:27]=[C:26]([F:28])[CH:25]=[CH:24][C:23]=1OB(O)O.C(=O)([O-])[O-].[Na+].[Na+].C1(C)C=CC=CC=1. (2) Given the product [Br:1][C:2]1[N:3]=[C:4]([Cl:16])[C:5]([NH:11][CH3:12])=[C:6]([N+:8]([O-:10])=[O:9])[CH:7]=1, predict the reactants needed to synthesize it. The reactants are: [Br:1][C:2]1[CH:7]=[C:6]([N+:8]([O-:10])=[O:9])[C:5]([NH:11][CH3:12])=[CH:4][N+:3]=1[O-].P(Cl)(Cl)([Cl:16])=O.